Predict which catalyst facilitates the given reaction. From a dataset of Catalyst prediction with 721,799 reactions and 888 catalyst types from USPTO. Reactant: [C:1]1([C:7]([C:16]2[CH:20]=[CH:19][S:18][CH:17]=2)=[C:8]2[CH2:14][CH:13]3[NH:15][CH:10]([CH2:11][CH2:12]3)[CH2:9]2)[CH:6]=[CH:5][CH:4]=[CH:3][CH:2]=1.C([O-])([O-])=O.[K+].[K+].Br[CH2:28][CH:29]=[C:30]([CH3:32])[CH3:31]. Product: [CH3:31][C:30]([CH3:32])=[CH:29][CH2:28][N:15]1[CH:10]2[CH2:11][CH2:12][CH:13]1[CH2:14][C:8](=[C:7]([C:1]1[CH:2]=[CH:3][CH:4]=[CH:5][CH:6]=1)[C:16]1[CH:20]=[CH:19][S:18][CH:17]=1)[CH2:9]2. The catalyst class is: 10.